Dataset: HIV replication inhibition screening data with 41,000+ compounds from the AIDS Antiviral Screen. Task: Binary Classification. Given a drug SMILES string, predict its activity (active/inactive) in a high-throughput screening assay against a specified biological target. The drug is C1N2CN3CN1CN(C2)C3. The result is 0 (inactive).